Dataset: CYP2D6 inhibition data for predicting drug metabolism from PubChem BioAssay. Task: Regression/Classification. Given a drug SMILES string, predict its absorption, distribution, metabolism, or excretion properties. Task type varies by dataset: regression for continuous measurements (e.g., permeability, clearance, half-life) or binary classification for categorical outcomes (e.g., BBB penetration, CYP inhibition). Dataset: cyp2d6_veith. (1) The molecule is CCN(CC)S(=O)(=O)c1cc(C(=O)Nc2ccccc2C(=O)O)ccc1OC. The result is 0 (non-inhibitor). (2) The molecule is C=C1[C@@H]2C[C@]3([C@H]1O)[C@H](C[C@H]2O)[C@]12[C@@H](O)CC[C@@]4(C)CN(CC)[C@H]1[C@@H]3C[C@@H]24. The result is 0 (non-inhibitor). (3) The drug is CCN1CCN(C(=O)N[C@H](C(=O)N[C@@H]2C(=O)N3[C@@H](C(=O)[O-])C(C)(C)S[C@H]23)c2ccccc2)C(=O)C1=O.[Na+]. The result is 0 (non-inhibitor). (4) The drug is C=CCN1CCc2c(cc(O)c(O)c2Br)[C@H](c2ccccc2)C1. The result is 1 (inhibitor). (5) The molecule is Fc1ccc(-c2cn3cc(C(F)(F)F)cc(Cl)c3n2)cc1. The result is 0 (non-inhibitor). (6) The result is 0 (non-inhibitor). The compound is CCC(=O)Nc1ccc(/C(C)=N\NS(=O)(=O)c2ccc(C)cc2)cc1. (7) The molecule is O=c1c(-c2ccc(F)c(F)c2)nc2cncnc2n1Cc1ccc(F)cc1. The result is 0 (non-inhibitor). (8) The molecule is O=C1CCCCC(=O)c2ccccc2N1. The result is 0 (non-inhibitor). (9) The compound is O=C(Nc1cccc(Cl)c1)OCc1cn(-c2ccc(Cl)cc2)nn1. The result is 0 (non-inhibitor). (10) The molecule is CC1CCN(C(=O)C(NS(=O)(=O)c2cccc3nsnc23)c2ccccc2)CC1. The result is 0 (non-inhibitor).